Dataset: NCI-60 drug combinations with 297,098 pairs across 59 cell lines. Task: Regression. Given two drug SMILES strings and cell line genomic features, predict the synergy score measuring deviation from expected non-interaction effect. Drug 1: CC12CCC(CC1=CCC3C2CCC4(C3CC=C4C5=CN=CC=C5)C)O. Drug 2: CC=C1C(=O)NC(C(=O)OC2CC(=O)NC(C(=O)NC(CSSCCC=C2)C(=O)N1)C(C)C)C(C)C. Cell line: MDA-MB-231. Synergy scores: CSS=26.5, Synergy_ZIP=-0.921, Synergy_Bliss=3.40, Synergy_Loewe=-49.5, Synergy_HSA=3.74.